The task is: Predict the reactants needed to synthesize the given product.. This data is from Full USPTO retrosynthesis dataset with 1.9M reactions from patents (1976-2016). (1) Given the product [CH2:22]([O:24][C:25](=[O:29])/[CH:26]=[C:27](/[O:14][C:11]1[CH:12]=[CH:13][C:8]([CH2:7][C@H:5]2[CH2:4][O:3][C:2]([CH3:15])([CH3:1])[O:6]2)=[CH:9][CH:10]=1)\[CH3:28])[CH3:23], predict the reactants needed to synthesize it. The reactants are: [CH3:1][C:2]1([CH3:15])[O:6][C@@H:5]([CH2:7][C:8]2[CH:13]=[CH:12][C:11]([OH:14])=[CH:10][CH:9]=2)[CH2:4][O:3]1.C(=O)([O-])[O-].[K+].[K+].[CH2:22]([O:24][C:25](=[O:29])[C:26]#[C:27][CH3:28])[CH3:23]. (2) Given the product [OH:24][C:15]1[CH:14]=[C:13]([CH2:12][CH2:11][CH2:10][CH2:9][OH:8])[O:18][C:17](=[O:19])[C:16]=1[C:20](=[O:23])[CH2:21][CH3:22], predict the reactants needed to synthesize it. The reactants are: [Si]([O:8][CH2:9][CH2:10][CH2:11][CH2:12][C:13]1[O:18][C:17](=[O:19])[C:16]([C:20](=[O:23])[CH2:21][CH3:22])=[C:15]([OH:24])[CH:14]=1)(C(C)(C)C)(C)C.C([O-])(O)=O.[Na+]. (3) Given the product [CH:2]([C:4]1[CH:9]=[CH:8][CH:7]=[CH:6][C:5]=1[CH:10]=[CH2:11])=[CH2:3].[C:15]1(=[O:16])[O:17][C:12](=[O:18])[CH:13]=[CH:14]1, predict the reactants needed to synthesize it. The reactants are: O.[CH:2]([C:4]1[CH:9]=[CH:8][CH:7]=[CH:6][C:5]=1[CH:10]=[CH2:11])=[CH2:3].[C:12]1(=[O:18])[O:17][C:15](=[O:16])[CH:14]=[CH:13]1. (4) Given the product [Cl:1][C:2]1[C:7]2[CH2:8][N:9]([CH2:14][C:15]3[CH:20]=[N:19][C:18]([O:21][CH2:22][C:23]([F:26])([F:25])[F:24])=[C:17]([CH3:27])[CH:16]=3)[C:10](=[O:11])[C:6]=2[CH:5]=[C:4]([CH3:12])[N:3]=1, predict the reactants needed to synthesize it. The reactants are: [Cl:1][C:2]1[C:7]2[CH2:8][NH:9][C:10](=[O:11])[C:6]=2[CH:5]=[C:4]([CH3:12])[N:3]=1.Cl[CH2:14][C:15]1[CH:16]=[C:17]([CH3:27])[C:18]([O:21][CH2:22][C:23]([F:26])([F:25])[F:24])=[N:19][CH:20]=1.[H-].[Na+].O. (5) Given the product [OH:1][CH2:2][CH2:3][C:4]1[CH:9]=[CH:8][C:7]([NH:10][C:11]2[C:24]3[C:23](=[O:25])[C:22]4[C:17](=[CH:18][CH:19]=[CH:20][CH:21]=4)[C:16](=[O:26])[C:15]=3[C:14]([NH2:27])=[C:13]([S:29][CH2:30][CH2:31][OH:32])[CH:12]=2)=[CH:6][CH:5]=1, predict the reactants needed to synthesize it. The reactants are: [OH:1][CH2:2][CH2:3][C:4]1[CH:9]=[CH:8][C:7]([NH:10][C:11]2[C:24]3[C:23](=[O:25])[C:22]4[C:17](=[CH:18][CH:19]=[CH:20][CH:21]=4)[C:16](=[O:26])[C:15]=3[C:14]([NH2:27])=[C:13](Cl)[CH:12]=2)=[CH:6][CH:5]=1.[SH:29][CH2:30][CH2:31][OH:32].[OH-].[Na+]. (6) Given the product [N+:1]([C:4]1[CH:14]=[CH:13][CH:12]=[C:6]([C:7]([NH:15][C:16]2[CH:21]=[CH:20][CH:19]=[CH:18][CH:17]=2)=[O:9])[C:5]=1[C:10]([NH:1][C:4]1[CH:14]=[CH:13][CH:12]=[CH:6][CH:5]=1)=[O:11])([O-:3])=[O:2], predict the reactants needed to synthesize it. The reactants are: [N+:1]([C:4]1[CH:14]=[CH:13][CH:12]=[C:6]2[C:7]([O:9][C:10](=[O:11])[C:5]=12)=O)([O-:3])=[O:2].[NH2:15][C:16]1[CH:21]=[CH:20][CH:19]=[CH:18][CH:17]=1.